This data is from Full USPTO retrosynthesis dataset with 1.9M reactions from patents (1976-2016). The task is: Predict the reactants needed to synthesize the given product. (1) Given the product [ClH:16].[CH3:1][N:2]1[CH2:7][CH2:6][N:5]([C:8]2[CH:15]=[CH:14][C:11]([CH2:12][N:13]3[C:17]4=[N:18][C:19]5[C:24]([C:25](=[O:36])[N:26]4[C:27]4([CH2:31][CH2:30][CH2:29][CH2:28]4)[C:32]3=[O:33])=[CH:23][CH:22]=[CH:21][CH:20]=5)=[CH:10][CH:9]=2)[CH2:4][CH2:3]1, predict the reactants needed to synthesize it. The reactants are: [CH3:1][N:2]1[CH2:7][CH2:6][N:5]([C:8]2[CH:15]=[CH:14][C:11]([CH2:12][NH2:13])=[CH:10][CH:9]=2)[CH2:4][CH2:3]1.[Cl:16][C:17]1[N:26]([C:27]2([C:32](OC)=[O:33])[CH2:31][CH2:30][CH2:29][CH2:28]2)[C:25](=[O:36])[C:24]2[C:19](=[CH:20][CH:21]=[CH:22][CH:23]=2)[N:18]=1. (2) Given the product [Cl:12][C:8]1[CH:9]=[C:10]([CH3:11])[C:2]2[NH:1][C:14](=[O:15])[O:5][C:4](=[O:6])[C:3]=2[CH:7]=1, predict the reactants needed to synthesize it. The reactants are: [NH2:1][C:2]1[C:10]([CH3:11])=[CH:9][C:8]([Cl:12])=[CH:7][C:3]=1[C:4]([OH:6])=[O:5].Cl[C:14](OC(Cl)(Cl)Cl)=[O:15]. (3) Given the product [F:13][C:14]([F:19])([F:18])[C:15]([OH:17])=[O:16].[NH2:1][CH2:2][C:3]([OH:5])=[O:4], predict the reactants needed to synthesize it. The reactants are: [NH:1](C(OC(C)(C)C)=O)[CH2:2][C:3]([OH:5])=[O:4].[F:13][C:14]([F:19])([F:18])[C:15]([OH:17])=[O:16]. (4) Given the product [C:3]([N:7]1[CH:28]([OH:29])[C:10]2[C:9](=[CH:14][CH:13]=[C:12]([C:15]([CH3:18])([CH3:17])[CH3:16])[CH:11]=2)[C:8]1=[O:19])([CH3:6])([CH3:5])[CH3:4], predict the reactants needed to synthesize it. The reactants are: N#N.[C:3]([NH:7][C:8](=[O:19])[C:9]1[CH:14]=[CH:13][C:12]([C:15]([CH3:18])([CH3:17])[CH3:16])=[CH:11][CH:10]=1)([CH3:6])([CH3:5])[CH3:4].C([Li])(CC)C.CN([CH:28]=[O:29])C.[NH4+].[Cl-]. (5) Given the product [F:1][C:2]1[CH:25]=[CH:24][C:5]2[N:6]([CH:10]3[CH2:15][CH2:14][N:13]([C:16]([O:18][C:19]([CH3:22])([CH3:20])[CH3:21])=[O:17])[CH2:12][CH:11]3[O:23][CH3:28])[C:7]([CH3:9])=[N:8][C:4]=2[CH:3]=1, predict the reactants needed to synthesize it. The reactants are: [F:1][C:2]1[CH:25]=[CH:24][C:5]2[N:6]([CH:10]3[CH2:15][CH2:14][N:13]([C:16]([O:18][C:19]([CH3:22])([CH3:21])[CH3:20])=[O:17])[CH2:12][CH:11]3[OH:23])[C:7]([CH3:9])=[N:8][C:4]=2[CH:3]=1.[H-].[Na+].[C:28]([O-])(O)=O.[Na+]. (6) Given the product [I:1][C:2]1[CH:11]=[CH:10][CH:9]=[C:8]2[C:3]=1[CH:4]=[CH:5][N:6]([CH:14]([CH2:18][CH2:19][CH3:20])[CH2:15][CH2:16][CH3:17])[C:7]2=[O:12], predict the reactants needed to synthesize it. The reactants are: [I:1][C:2]1[CH:11]=[CH:10][CH:9]=[C:8]2[C:3]=1[CH:4]=[CH:5][NH:6][C:7]2=[O:12].Br[CH:14]([CH2:18][CH2:19][CH3:20])[CH2:15][CH2:16][CH3:17].[OH-].[K+]. (7) Given the product [CH2:1]([N:8]([C:22]1[C:27]([Cl:28])=[CH:26][C:25]([C:29]([F:31])([F:32])[F:30])=[CH:24][N:23]=1)[S:9]([C:12]1[CH:13]=[CH:14][C:15]([CH2:16][OH:17])=[CH:20][CH:21]=1)(=[O:11])=[O:10])[C:2]1[CH:3]=[CH:4][CH:5]=[CH:6][CH:7]=1, predict the reactants needed to synthesize it. The reactants are: [CH2:1]([N:8]([C:22]1[C:27]([Cl:28])=[CH:26][C:25]([C:29]([F:32])([F:31])[F:30])=[CH:24][N:23]=1)[S:9]([C:12]1[CH:21]=[CH:20][C:15]([C:16](OC)=[O:17])=[CH:14][CH:13]=1)(=[O:11])=[O:10])[C:2]1[CH:7]=[CH:6][CH:5]=[CH:4][CH:3]=1.[Li].[OH-].[Na+].[O-]S([O-])(=O)=O.[Mg+2]. (8) The reactants are: [N:1]1[CH:6]=[CH:5][CH:4]=[CH:3][C:2]=1[CH2:7][C:8](O)=O.[C:11]1([NH:17][C:18](=[S:21])[NH:19][NH2:20])[CH:16]=[CH:15][CH:14]=[CH:13][CH:12]=1. Given the product [C:11]1([N:17]2[C:8]([CH2:7][C:2]3[CH:3]=[CH:4][CH:5]=[CH:6][N:1]=3)=[N:20][NH:19][C:18]2=[S:21])[CH:12]=[CH:13][CH:14]=[CH:15][CH:16]=1, predict the reactants needed to synthesize it. (9) The reactants are: [O:1]=[C:2]1[C:11]2[C:6](=[CH:7][CH:8]=[CH:9][CH:10]=2)[NH:5][CH2:4][CH2:3]1.[CH2:12]([O:19][C:20](Cl)=[O:21])[C:13]1[CH:18]=[CH:17][CH:16]=[CH:15][CH:14]=1.O.C(=O)([O-])[O-].[K+].[K+]. Given the product [CH2:12]([O:19][C:20]([N:5]1[C:6]2[C:11](=[CH:10][CH:9]=[CH:8][CH:7]=2)[C:2](=[O:1])[CH2:3][CH2:4]1)=[O:21])[C:13]1[CH:18]=[CH:17][CH:16]=[CH:15][CH:14]=1, predict the reactants needed to synthesize it.